The task is: Predict the reactants needed to synthesize the given product.. This data is from Retrosynthesis with 50K atom-mapped reactions and 10 reaction types from USPTO. (1) Given the product Nc1ccc(F)cc1NC1CC1, predict the reactants needed to synthesize it. The reactants are: O=[N+]([O-])c1ccc(F)cc1NC1CC1. (2) Given the product c1ccc(-c2ccc(N3CCCC3)cc2)cc1, predict the reactants needed to synthesize it. The reactants are: Brc1ccc(-c2ccccc2)cc1.C1CCNC1. (3) The reactants are: CC(=O)O.CNC1CCN(C(=O)OC(C)(C)C)CC1. Given the product CC(=O)N(C)C1CCN(C(=O)OC(C)(C)C)CC1, predict the reactants needed to synthesize it. (4) Given the product CCOC(=O)c1nnc(Cl)cc1Nc1ccc(C)c(C)n1, predict the reactants needed to synthesize it. The reactants are: CCOC(=O)c1nnc(Cl)cc1Cl.Cc1ccc(N)nc1C. (5) Given the product CCC1(F)CN(C2CCCC2)c2nc(Cl)ncc2N(C)C1=O, predict the reactants needed to synthesize it. The reactants are: CCC1(F)CN(C2CCCC2)c2nc(Cl)ncc2NC1=O.CI. (6) Given the product N=C(N)c1ccc(NCc2nc3cc(C(=O)N(CC(=O)O)c4ccccc4)ccc3s2)cc1, predict the reactants needed to synthesize it. The reactants are: CCOC(=O)CN(C(=O)c1ccc2sc(CNc3ccc(C(=N)N)cc3)nc2c1)c1ccccc1. (7) Given the product COC(=O)C1(C)CCc2ccc(Oc3ccc(Cl)cc3)cc2C1, predict the reactants needed to synthesize it. The reactants are: COC(=O)C1(C)CCc2ccc(O)cc2C1.OB(O)c1ccc(Cl)cc1. (8) Given the product CC(C)CC(O)c1c(Cl)ccc(F)c1Cl, predict the reactants needed to synthesize it. The reactants are: C=C(C)CC(O)c1c(Cl)ccc(F)c1Cl. (9) Given the product O=C(Nc1ccc(Cl)cc1)OC1COC(c2ccccc2)=NC1c1ccccc1, predict the reactants needed to synthesize it. The reactants are: O=C=Nc1ccc(Cl)cc1.OC1COC(c2ccccc2)=NC1c1ccccc1. (10) Given the product CC(C)(C)OC(=O)[C@H](CNC(=O)c1cc2n(n1)CCN(CCC(=O)NC(=N)N)C2=O)NC(=O)OCc1ccccc1, predict the reactants needed to synthesize it. The reactants are: CCOC(=O)CCN1CCn2nc(C(=O)NC[C@H](NC(=O)OCc3ccccc3)C(=O)OC(C)(C)C)cc2C1=O.N=C(N)N.